This data is from Catalyst prediction with 721,799 reactions and 888 catalyst types from USPTO. The task is: Predict which catalyst facilitates the given reaction. (1) Reactant: [CH3:1][C:2]([NH2:11])([CH2:4][CH2:5][N:6]1[CH2:10][CH2:9][CH2:8][CH2:7]1)[CH3:3].[C:12](ON1C(=O)CCC1=O)([O:14][CH2:15][C:16]1[CH:21]=[CH:20][CH:19]=[CH:18][CH:17]=1)=[O:13]. Product: [CH3:3][C:2]([NH:11][C:12](=[O:13])[O:14][CH2:15][C:16]1[CH:21]=[CH:20][CH:19]=[CH:18][CH:17]=1)([CH2:4][CH2:5][N:6]1[CH2:7][CH2:8][CH2:9][CH2:10]1)[CH3:1]. The catalyst class is: 1. (2) Product: [CH3:1][O:2][C:3]1[CH:8]=[CH:7][CH:6]=[CH:5][C:4]=1[C:9]1[NH:10][C:11]2[C:16]([CH:17]=1)=[CH:15][C:14]([CH:18]1[CH2:22][CH2:21][N:20]([CH2:23][CH2:24][N:25]([CH3:33])[C:26](=[O:32])[O:27][C:28]([CH3:29])([CH3:31])[CH3:30])[CH2:19]1)=[CH:13][CH:12]=2. The catalyst class is: 43. Reactant: [CH3:1][O:2][C:3]1[CH:8]=[CH:7][CH:6]=[CH:5][C:4]=1[C:9]1[NH:10][C:11]2[C:16]([CH:17]=1)=[CH:15][C:14]([C:18]1[CH2:19][N:20]([CH2:23][CH2:24][N:25]([CH3:33])[C:26](=[O:32])[O:27][C:28]([CH3:31])([CH3:30])[CH3:29])[CH2:21][CH:22]=1)=[CH:13][CH:12]=2. (3) Reactant: [NH2:1][C:2]1[N:7]2[N:8]=[C:9]([C:11]3[O:12][CH:13]=[CH:14][CH:15]=3)[N:10]=[C:6]2[CH:5]=[C:4](/[CH:16]=[CH:17]/[CH2:18]O)[N:3]=1.[CH:20]1([CH2:23][NH2:24])[CH2:22][CH2:21]1.[BH4-].[Na+]. Product: [NH2:1][C:2]1[N:7]2[N:8]=[C:9]([C:11]3[O:12][CH:13]=[CH:14][CH:15]=3)[N:10]=[C:6]2[CH:5]=[C:4](/[CH:16]=[CH:17]/[CH2:18][NH:24][CH2:23][CH:20]2[CH2:22][CH2:21]2)[N:3]=1. The catalyst class is: 5. (4) Reactant: C(N(CC)CC)C.Cl.[CH3:9][CH:10]1[C:19]2[C:14](=[CH:15][CH:16]=[CH:17][CH:18]=2)[CH2:13][CH2:12][N:11]1[NH2:20].Cl[C:22]([O:24][C:25]1[CH:30]=[CH:29][C:28]([Cl:31])=[CH:27][CH:26]=1)=[O:23]. Product: [Cl:31][C:28]1[CH:29]=[CH:30][C:25]([O:24][C:22](=[O:23])[NH:20][N:11]2[CH2:12][CH2:13][C:14]3[C:19](=[CH:18][CH:17]=[CH:16][CH:15]=3)[CH:10]2[CH3:9])=[CH:26][CH:27]=1. The catalyst class is: 4.